The task is: Predict the reaction yield, written as a fraction of the theoretical maximum amount of product (1.0 means a 100% yield; for example, 0.34 means a 34% yield).. This data is from Reaction yield outcomes from USPTO patents with 853,638 reactions. The reactants are [Cl:1][C:2]1[CH:3]=[CH:4][C:5]([O:15][CH2:16][C:17]2[CH:22]=[CH:21][CH:20]=[CH:19][CH:18]=2)=[C:6]([C:8](=O)[CH2:9][CH2:10][C:11](=O)C)[CH:7]=1.Cl.[CH3:24][S:25]([C:28]1[CH:29]=[C:30]([CH:32]=[CH:33][CH:34]=1)[NH2:31])(=[O:27])=[O:26].[CH2:35](N(CC)CC)C. The catalyst is C1(C)C=CC=CC=1.CCOC(C)=O. The product is [Cl:1][C:2]1[CH:3]=[CH:4][C:5]([O:15][CH2:16][C:17]2[CH:18]=[CH:19][CH:20]=[CH:21][CH:22]=2)=[C:6]([C:8]2[N:31]([C:30]3[CH:29]=[C:28]([S:25]([CH3:24])(=[O:26])=[O:27])[CH:34]=[CH:33][CH:32]=3)[CH:35]=[C:10]([CH3:11])[CH:9]=2)[CH:7]=1. The yield is 0.640.